Dataset: Reaction yield outcomes from USPTO patents with 853,638 reactions. Task: Predict the reaction yield, written as a fraction of the theoretical maximum amount of product (1.0 means a 100% yield; for example, 0.34 means a 34% yield). (1) The product is [CH3:10][O:11][C:12]1[C:13]([N:25]2[CH2:30][CH2:29][O:28][CH2:27][CH2:26]2)=[N:14][C:15]([C:18]2[CH:23]=[CH:22][C:21]([O:24][C:8](=[O:9])[NH:7][C:1]3[CH:6]=[CH:5][CH:4]=[CH:3][CH:2]=3)=[CH:20][CH:19]=2)=[N:16][CH:17]=1. The reactants are [C:1]1([N:7]=[C:8]=[O:9])[CH:6]=[CH:5][CH:4]=[CH:3][CH:2]=1.[CH3:10][O:11][C:12]1[C:13]([N:25]2[CH2:30][CH2:29][O:28][CH2:27][CH2:26]2)=[N:14][C:15]([C:18]2[CH:23]=[CH:22][C:21]([OH:24])=[CH:20][CH:19]=2)=[N:16][CH:17]=1. The yield is 0.240. The catalyst is O1CCOCC1. (2) The reactants are [F:1][C:2]1[CH:30]=[C:29]([N+:31]([O-:33])=[O:32])[CH:28]=[CH:27][C:3]=1[O:4][C:5]1[CH:10]=[CH:9][N:8]=[C:7]2[CH:11]=[C:12]([C:14]3[CH2:19][CH2:18][N:17](C(OC(C)(C)C)=O)[CH2:16][CH:15]=3)[S:13][C:6]=12. The catalyst is C(Cl)Cl. The product is [F:1][C:2]1[CH:30]=[C:29]([N+:31]([O-:33])=[O:32])[CH:28]=[CH:27][C:3]=1[O:4][C:5]1[CH:10]=[CH:9][N:8]=[C:7]2[CH:11]=[C:12]([C:14]3[CH2:19][CH2:18][NH:17][CH2:16][CH:15]=3)[S:13][C:6]=12. The yield is 1.00. (3) The reactants are [H-].[Na+].[C:3]([CH2:5][CH2:6][CH2:7][NH:8][S:9]([C:12]1[C:17]([CH3:18])=[CH:16][C:15]([CH3:19])=[CH:14][C:13]=1[CH3:20])(=[O:11])=[O:10])#[N:4].Br[CH2:22][CH2:23][CH2:24][CH2:25][C:26]#[N:27].CCCCCC.CCOC(C)=O. The catalyst is CN(C=O)C. The product is [C:26]([CH2:25][CH2:24][CH2:23][CH2:22][N:8]([CH2:7][CH2:6][CH2:5][C:3]#[N:4])[S:9]([C:12]1[C:17]([CH3:18])=[CH:16][C:15]([CH3:19])=[CH:14][C:13]=1[CH3:20])(=[O:10])=[O:11])#[N:27]. The yield is 0.790.